Dataset: Full USPTO retrosynthesis dataset with 1.9M reactions from patents (1976-2016). Task: Predict the reactants needed to synthesize the given product. (1) Given the product [CH2:1]([O:3][C:4]([C:6]1[NH:7][C:8]([C:12]2[C:13](=[O:19])[NH:14][CH:15]=[CH:16][C:17]=2[NH:29][CH2:30][CH:31]([C:33]2[CH:38]=[CH:37][CH:36]=[C:35]([Cl:39])[CH:34]=2)[OH:32])=[N:9][C:10]=1[CH3:11])=[O:5])[CH3:2], predict the reactants needed to synthesize it. The reactants are: [CH2:1]([O:3][C:4]([C:6]1[NH:7][C:8]([C:12]2[C:13]([O:19]C)=[N:14][CH:15]=[CH:16][C:17]=2I)=[N:9][C:10]=1[CH3:11])=[O:5])[CH3:2].Cl.C(N(CC)CC)C.[NH2:29][CH2:30][C@H:31]([C:33]1[CH:38]=[CH:37][CH:36]=[C:35]([Cl:39])[CH:34]=1)[OH:32]. (2) The reactants are: [Br:1][C:2]1[N:7]=[C:6]2[C:8]([C:11]([OH:13])=O)=[CH:9][NH:10][C:5]2=[N:4][CH:3]=1.[CH3:14][C:15]([NH2:18])([CH3:17])[CH3:16].CCN=C=NCCCN(C)C.C1C=CC2N(O)N=NC=2C=1. Given the product [Br:1][C:2]1[N:7]=[C:6]2[C:8]([C:11]([NH:18][C:15]([CH3:17])([CH3:16])[CH3:14])=[O:13])=[CH:9][NH:10][C:5]2=[N:4][CH:3]=1, predict the reactants needed to synthesize it.